Dataset: Drug-target binding data from BindingDB using IC50 measurements. Task: Regression. Given a target protein amino acid sequence and a drug SMILES string, predict the binding affinity score between them. We predict pIC50 (pIC50 = -log10(IC50 in M); higher means more potent). Dataset: bindingdb_ic50. (1) The small molecule is CC1(C)CC(NC(=O)CO)c2cc(-c3ccc(Cl)cc3)c(-c3ccccc3Cl)nc2O1. The target protein (P21554) has sequence MKSILDGLADTTFRTITTDLLYVGSNDIQYEDIKGDMASKLGYFPQKFPLTSFRGSPFQEKMTAGDNPQLVPADQVNITEFYNKSLSSFKENEENIQCGENFMDIECFMVLNPSQQLAIAVLSLTLGTFTVLENLLVLCVILHSRSLRCRPSYHFIGSLAVADLLGSVIFVYSFIDFHVFHRKDSRNVFLFKLGGVTASFTASVGSLFLTAIDRYISIHRPLAYKRIVTRPKAVVAFCLMWTIAIVIAVLPLLGWNCEKLQSVCSDIFPHIDETYLMFWIGVTSVLLLFIVYAYMYILWKAHSHAVRMIQRGTQKSIIIHTSEDGKVQVTRPDQARMDIRLAKTLVLILVVLIICWGPLLAIMVYDVFGKMNKLIKTVFAFCSMLCLLNSTVNPIIYALRSKDLRHAFRSMFPSCEGTAQPLDNSMGDSDCLHKHANNAASVHRAAESCIKSTVKIAKVTMSVSTDTSAEAL. The pIC50 is 7.3. (2) The compound is CCOC(=O)Cn1cccc(NC(=O)Nc2ccc(NC(=O)Nc3cccn(CC(=O)OCC)c3=O)cc2)c1=O. The target protein (P09812) has sequence MSRPLSDQDKRKQISVRGLAGVENVSDLKKNFNRHLHFTLVKDRNVATPRDYYFALAHTVRDHLVDRWIRTQQHYYAKDPKRIYYLSLELYMGRTLQNTMVNLALENACDEATYQLGLDMEELEEIEEDAGLGNGGLGRLAACFLDSMATLGLAAYGYGIRYEFGIFNQKICGGWQMEEADDWLRYGNPWEKARPEFTLPVHFYGRVEHTSQGAKWVDTQVVLAMPYDTPVPGYRNNVVNTMRLWSAKAPPYFNLKDFNVGGYIQAVLDRNLAENISRVLYPNDKFFEGKELRLKQEYFVVAATLQDIIRRFKSSKFGCRDPVRTNFDAFPDKVAIQLNDTHPSLAIPELIRILVDLERLDWDKAWDVTVKTCAYTNHTVLPEALERWPVHLMETLLPRHLQIIYEINQRFLNRVAAAFPGDVDRLRRMSLVEEGAVKRINMAHLCIAGSHAVNGVARIHSEILKKTIFKDFYELEPHKFQNKTNGITPRRWLVLCNPGL.... The pIC50 is 5.5. (3) The small molecule is Cc1cc(C2CCN(C)CC2)ccc1Nc1ncc(C(F)(F)F)c(CCc2ccccc2CC(N)=O)n1. The target protein sequence is DPGEVPLEEQCEYLSYDASQWEFPRERLHLGRVLGYGAFGKVVEASAFGIHKGSSCDTVAVKMLKEGATASEHRALMSELKILIHIGNHLNVVNLLGACTKPQGPLMVIVEFCKYGNLSNFLRAKRDAFSPSPLTMEDLVCYSFQVARGMEFLASRKCIHRDLAARNILLSESDVVKICDFGLARDIYKDPDYVRKGSARLPLKWMAPESIFDKVYTTQSDVWSFGVLLWEIFSLGASPYPGVQINEEFCQRLRDGTRMRAPELATPAIRRIMLNCWSGDPKARPAFSELVEILGDLLQGRG. The pIC50 is 6.6. (4) The drug is Cc1nn(C(C)C)c2c(NCc3cnn(C)c3)cc(-c3cccn(C)c3=O)nc12. The target protein (P54750) has sequence MGSSATEIEELENTTFKYLTGEQTEKMWQRLKGILRCLVKQLERGDVNVVDLKKNIEYAASVLEAVYIDETRRLLDTEDELSDIQTDSVPSEVRDWLASTFTRKMGMTKKKPEEKPKFRSIVHAVQAGIFVERMYRKTYHMVGLAYPAAVIVTLKDVDKWSFDVFALNEASGEHSLKFMIYELFTRYDLINRFKIPVSCLITFAEALEVGYSKYKNPYHNLIHAADVTQTVHYIMLHTGIMHWLTELEILAMVFAAAIHDYEHTGTTNNFHIQTRSDVAILYNDRSVLENHHVSAAYRLMQEEEMNILINLSKDDWRDLRNLVIEMVLSTDMSGHFQQIKNIRNSLQQPEGIDRAKTMSLILHAADISHPAKSWKLHYRWTMALMEEFFLQGDKEAELGLPFSPLCDRKSTMVAQSQIGFIDFIVEPTFSLLTDSTEKIVIPLIEEASKAETSSYVASSSTTIVGLHIADALRRSNTKGSMSDGSYSPDYSLAAVDLKSF.... The pIC50 is 6.8. (5) The small molecule is O=C1NC(=O)c2cc(NC3CCCCC3)c(NC3CCCCC3)cc21. The target protein (P00533) has sequence MRPSGTAGAALLALLAALCPASRALEEKKVCQGTSNKLTQLGTFEDHFLSLQRMFNNCEVVLGNLEITYVQRNYDLSFLKTIQEVAGYVLIALNTVERIPLENLQIIRGNMYYENSYALAVLSNYDANKTGLKELPMRNLQEILHGAVRFSNNPALCNVESIQWRDIVSSDFLSNMSMDFQNHLGSCQKCDPSCPNGSCWGAGEENCQKLTKIICAQQCSGRCRGKSPSDCCHNQCAAGCTGPRESDCLVCRKFRDEATCKDTCPPLMLYNPTTYQMDVNPEGKYSFGATCVKKCPRNYVVTDHGSCVRACGADSYEMEEDGVRKCKKCEGPCRKVCNGIGIGEFKDSLSINATNIKHFKNCTSISGDLHILPVAFRGDSFTHTPPLDPQELDILKTVKEITGFLLIQAWPENRTDLHAFENLEIIRGRTKQHGQFSLAVVSLNITSLGLRSLKEISDGDVIISGNKNLCYANTINWKKLFGTSGQKTKIISNRGENSCK.... The pIC50 is 4.3. (6) The compound is CC(C)n1nc(-c2cc3c(Cl)c(O)ccc3[nH]2)c2c(N)ncnc21. The target protein sequence is MELHILEHRVRVLSVARPGLWLYTHPLIKLLFLPRRSRCKFFSLTETPEDYTLMVDEEGFKELPPSEFLQVAEATWLVLNVSSHSGAAVQAAGVTKIARSVIAPLAEHHVSVLMLSTYQTDFILVREQDLSVVIHTLAQEFDIYREVGGEPVPVTRDDSSNGFPRTQHGPSPTVHPIQSPQNRFCVLTLDPETLPAIATTLIDVLFYSHSTPKEAASSSPEPSSITFFAFSLIEGYISIVMDAETQKKFPSDLLLTSSSGELWRMVRIGGQPLGFDECGIVAQIAGPLAAADISAYYISTFNFDHALVPEDGIGSVIEVLQRRQEGLAS. The pIC50 is 8.3. (7) The small molecule is CC1CCc2nn(-c3c(Cl)cc(C(F)(F)F)cc3Cl)cc21. The target protein (Q75NA5) has sequence MSDSMLYQTLQTCLPKSRLITLWLAFTLAMLIQEPRRHAATVNAATAGGSMLGDVNISAILDSFSVSYDKRVRPNYGGPPVEVGVTMYVLSISSLSEVKMDFTLDFYFRQFWTDPRLAYRKRPGVETLSVGSEFIKNIWVPDTFFVNEKQSYFHIATTSNEFIRVHHSGSITRSIRLTITASCPMNLQYFPMDRQLCHIEIESFGYTMRDIRYKWNEGPNSVGVSSEVSLPQFKVLGHRQRAVEISLTTGNYSRLACEIQFVRSMGYYLIQIYIPSGLIVVISWVSFWLNRNATPARVALGVTTVLTMTTLMSSTNAALPKISYVKSIDVYLGTCFVMVFASLLEYATVGYMAKRIQMRKQRFMTIQKMAEQKKQQQLDGVQPPPNPNPNTMVDHGGHGHGHGHHSHGHPHVPKQTVSNRPIGFQTMQQQNIGGRGCSIVGPLFQEVRFKVHDPKAHSKGGTLENTVNGGRGGPPVGPHGPGPQGPPGGPPAGGGGGGAP.... The pIC50 is 7.5.